From a dataset of Full USPTO retrosynthesis dataset with 1.9M reactions from patents (1976-2016). Predict the reactants needed to synthesize the given product. (1) The reactants are: C(Cl)(=O)C(Cl)=O.[CH3:7][N:8]1[C:12]([C:13]([OH:15])=O)=[C:11]([C:16]([F:19])([F:18])[F:17])[C:10]([C:20]([F:26])([F:25])[C:21]([F:24])([F:23])[F:22])=[N:9]1.N1C=CC=CC=1.[NH2:33][C:34]1[C:35]([F:43])=[C:36]([C:39]([F:42])=[CH:40][CH:41]=1)[C:37]#[N:38]. Given the product [C:37]([C:36]1[C:35]([F:43])=[C:34]([NH:33][C:13]([C:12]2[N:8]([CH3:7])[N:9]=[C:10]([C:20]([F:26])([F:25])[C:21]([F:24])([F:23])[F:22])[C:11]=2[C:16]([F:18])([F:17])[F:19])=[O:15])[CH:41]=[CH:40][C:39]=1[F:42])#[N:38], predict the reactants needed to synthesize it. (2) Given the product [CH3:1][C:2]1[CH:3]=[C:4]([NH:20][C:21]2[N:26]=[C:25]([O:27][CH2:28][C:29]([NH2:33])=[O:30])[CH:24]=[CH:23][N:22]=2)[CH:5]=[C:6]([C:8]2[S:12][C:11]([C:13]([OH:19])([CH3:18])[C:14]([F:16])([F:15])[F:17])=[N:10][CH:9]=2)[CH:7]=1, predict the reactants needed to synthesize it. The reactants are: [CH3:1][C:2]1[CH:3]=[C:4]([NH:20][C:21]2[N:26]=[C:25]([O:27][CH2:28][C:29](O)=[O:30])[CH:24]=[CH:23][N:22]=2)[CH:5]=[C:6]([C:8]2[S:12][C:11]([C:13]([OH:19])([CH3:18])[C:14]([F:17])([F:16])[F:15])=[N:10][CH:9]=2)[CH:7]=1.O[N:33]1C2C=CC=CC=2N=N1.C(N(C(C)C)CC)(C)C.Cl.C(N=C=NCCCN(C)C)C.[Cl-].[NH4+]. (3) Given the product [Br:1][C:2]1[CH:8]=[CH:7][C:5]([NH:6][C:15]([NH2:16])=[NH:10])=[CH:4][CH:3]=1, predict the reactants needed to synthesize it. The reactants are: [Br:1][C:2]1[CH:8]=[CH:7][C:5]([NH2:6])=[CH:4][CH:3]=1.Cl.[N:10]1([C:15](N)=[NH:16])C=CC=N1.CCN(C(C)C)C(C)C. (4) Given the product [C:1]([C:5]1[CH:10]=[CH:9][C:8]2[NH:11][C:25]([C@@H:21]([NH:20][C:13](=[O:14])[O:15][C:16]([CH3:17])([CH3:19])[CH3:18])[C@H:22]([OH:23])[CH3:24])=[N:12][C:7]=2[CH:6]=1)([CH3:4])([CH3:2])[CH3:3], predict the reactants needed to synthesize it. The reactants are: [C:1]([C:5]1[CH:10]=[CH:9][C:8]([NH2:11])=[C:7]([NH2:12])[CH:6]=1)([CH3:4])([CH3:3])[CH3:2].[C:13]([NH:20][C@H:21]([C:25](O)=O)[C@@H:22]([CH3:24])[OH:23])([O:15][C:16]([CH3:19])([CH3:18])[CH3:17])=[O:14].C(N(CC)CC)C.C(P1(=O)OP(CCC)(=O)OP(CCC)(=O)O1)CC. (5) Given the product [CH3:1][N:2]1[CH:8]2[CH2:9][CH2:10][CH:3]1[CH2:4][N:5]([C:18]([O:20][C:21]([CH3:24])([CH3:23])[CH3:22])=[O:19])[CH2:6][CH2:7]2, predict the reactants needed to synthesize it. The reactants are: [CH3:1][N:2]1[CH:8]2[CH2:9][CH2:10][CH:3]1[CH2:4][NH:5][CH2:6][CH2:7]2.C(N(CC)CC)C.[C:18](O[C:18]([O:20][C:21]([CH3:24])([CH3:23])[CH3:22])=[O:19])([O:20][C:21]([CH3:24])([CH3:23])[CH3:22])=[O:19]. (6) Given the product [OH:7][CH2:6][C@H:2]1[CH2:3][CH2:4][CH2:5][N:1]1[C:13]([O:12][C:9]([CH3:11])([CH3:10])[CH3:8])=[O:14], predict the reactants needed to synthesize it. The reactants are: [NH:1]1[CH2:5][CH2:4][CH2:3][C@@H:2]1[CH2:6][OH:7].[CH3:8][C:9]([O:12][C:13](O[C:13]([O:12][C:9]([CH3:11])([CH3:10])[CH3:8])=[O:14])=[O:14])([CH3:11])[CH3:10].C(N(CC)CC)C.